Dataset: Forward reaction prediction with 1.9M reactions from USPTO patents (1976-2016). Task: Predict the product of the given reaction. (1) Given the reactants [Cl:1][C:2]1[C:24]([Cl:25])=[CH:23][CH:22]=[CH:21][C:3]=1[CH2:4][NH:5][C:6]1[C:11]([N+:12]([O-])=O)=[CH:10][CH:9]=[C:8]([N:15]2[CH2:20][CH2:19][O:18][CH2:17][CH2:16]2)[N:7]=1.[CH3:26][C:27](O)=O, predict the reaction product. The product is: [Cl:1][C:2]1[C:24]([Cl:25])=[CH:23][CH:22]=[CH:21][C:3]=1[CH2:4][N:5]1[C:6]2=[N:7][C:8]([N:15]3[CH2:20][CH2:19][O:18][CH2:17][CH2:16]3)=[CH:9][CH:10]=[C:11]2[N:12]=[C:26]1[CH3:27]. (2) Given the reactants [C:1]1([C:7]2[N:8]=[C:9]([NH:12][NH2:13])[S:10][CH:11]=2)[CH:6]=[CH:5][CH:4]=[CH:3][CH:2]=1.[C:14](O[C:14]([O:16][C:17]([CH3:20])([CH3:19])[CH3:18])=[O:15])([O:16][C:17]([CH3:20])([CH3:19])[CH3:18])=[O:15], predict the reaction product. The product is: [C:17]([O:16][C:14]([N:13]([NH:12][C:9]1[S:10][CH:11]=[C:7]([C:1]2[CH:2]=[CH:3][CH:4]=[CH:5][CH:6]=2)[N:8]=1)[C:14](=[O:15])[O:16][C:17]([CH3:20])([CH3:19])[CH3:18])=[O:15])([CH3:20])([CH3:19])[CH3:18].